Dataset: Forward reaction prediction with 1.9M reactions from USPTO patents (1976-2016). Task: Predict the product of the given reaction. (1) Given the reactants [NH2:1][C:2]1[C:10]([OH:11])=[CH:9][C:8]([Cl:12])=[CH:7][C:3]=1[C:4]([OH:6])=[O:5].CO[C:15](OC)(OC)[C:16]1[CH:21]=[CH:20][CH:19]=[CH:18][CH:17]=1.C1(C)C=CC(S([O-])(=O)=O)=CC=1.[NH+]1C=CC=CC=1, predict the reaction product. The product is: [Cl:12][C:8]1[CH:9]=[C:10]2[O:11][C:15]([C:16]3[CH:21]=[CH:20][CH:19]=[CH:18][CH:17]=3)=[N:1][C:2]2=[C:3]([C:4]([OH:6])=[O:5])[CH:7]=1. (2) Given the reactants [F:1][C:2]1[CH:7]=[CH:6][C:5]([CH2:8][C:9]2[CH:18]=[C:17]3[C:12]([C:13]([OH:24])=[C:14]([C:20](OC)=[O:21])[C:15](=[O:19])[NH:16]3)=[N:11][CH:10]=2)=[C:4]([C:25]([F:28])([F:27])[F:26])[CH:3]=1.[N:29]1([CH2:35][CH2:36][CH2:37][NH2:38])[CH2:34][CH2:33][O:32][CH2:31][CH2:30]1, predict the reaction product. The product is: [F:1][C:2]1[CH:7]=[CH:6][C:5]([CH2:8][C:9]2[CH:18]=[C:17]3[C:12]([C:13]([OH:24])=[C:14]([C:20]([NH:38][CH2:37][CH2:36][CH2:35][N:29]4[CH2:34][CH2:33][O:32][CH2:31][CH2:30]4)=[O:21])[C:15](=[O:19])[NH:16]3)=[N:11][CH:10]=2)=[C:4]([C:25]([F:27])([F:26])[F:28])[CH:3]=1. (3) The product is: [Cl:1][C:2]1[CH:3]=[C:4]([CH:8]=[CH:9][C:10]=1[Cl:11])[C:5]([Cl:14])=[O:6]. Given the reactants [Cl:1][C:2]1[CH:3]=[C:4]([CH:8]=[CH:9][C:10]=1[Cl:11])[C:5](O)=[O:6].S(Cl)([Cl:14])=O, predict the reaction product. (4) Given the reactants Cl.Cl.[CH3:3][O:4][C:5]1[CH:10]=[CH:9][C:8]([NH:11][C:12]2[C:13]([NH2:18])=[CH:14][CH:15]=[CH:16][CH:17]=2)=[CH:7][CH:6]=1.[CH3:19][C:20]1[O:24][N:23]=[CH:22][C:21]=1[C:25](O)=[O:26].CCN(CC)CC, predict the reaction product. The product is: [CH3:3][O:4][C:5]1[CH:6]=[CH:7][C:8]([NH:11][C:12]2[CH:17]=[CH:16][CH:15]=[CH:14][C:13]=2[NH:18][C:25]([C:21]2[CH:22]=[N:23][O:24][C:20]=2[CH3:19])=[O:26])=[CH:9][CH:10]=1. (5) The product is: [CH3:31][N:32]1[CH:36]=[C:35]([C:2]2[CH:3]=[CH:4][CH:5]=[C:6]3[C:11]=2[C:10](=[O:12])[N:9]([C:13]2[CH:18]=[CH:17][CH:16]=[CH:15][CH:14]=2)[C:8]([C@@H:19]([NH:21][C:22]2[N:27]4[N:28]=[CH:29][CH:30]=[C:26]4[N:25]=[CH:24][CH:23]=2)[CH3:20])=[CH:7]3)[CH:34]=[N:33]1. Given the reactants Cl[C:2]1[CH:3]=[CH:4][CH:5]=[C:6]2[C:11]=1[C:10](=[O:12])[N:9]([C:13]1[CH:18]=[CH:17][CH:16]=[CH:15][CH:14]=1)[C:8]([C@@H:19]([NH:21][C:22]1[N:27]3[N:28]=[CH:29][CH:30]=[C:26]3[N:25]=[CH:24][CH:23]=1)[CH3:20])=[CH:7]2.[CH3:31][N:32]1[CH:36]=[C:35](B2OC(C)(C)C(C)(C)O2)[CH:34]=[N:33]1.C([O-])([O-])=O.[Na+].[Na+], predict the reaction product.